Predict which catalyst facilitates the given reaction. From a dataset of Catalyst prediction with 721,799 reactions and 888 catalyst types from USPTO. Reactant: [C:1]1([C:7]2[N:8]=[N:9][N:10]([CH:12]3[CH2:29][CH:28]4[N:14]([C:15](=[O:35])[N:16]([CH3:34])[CH2:17][CH2:18][CH2:19][CH2:20][CH:21]=[CH:22][CH:23]5[C:25]([C:31](O)=[O:32])([NH:26][C:27]4=[O:30])[CH2:24]5)[CH2:13]3)[N:11]=2)[CH:6]=[CH:5][CH:4]=[CH:3][CH:2]=1.C1N=CN(C(N2C=NC=C2)=O)C=1.[CH:48]1([S:51]([NH2:54])(=[O:53])=[O:52])[CH2:50][CH2:49]1.C1CCN2C(=NCCC2)CC1. Product: [C:1]1([C:7]2[N:8]=[N:9][N:10]([CH:12]3[CH2:29][CH:28]4[N:14]([C:15](=[O:35])[N:16]([CH3:34])[CH2:17][CH2:18][CH2:19][CH2:20][CH:21]=[CH:22][CH:23]5[C:25]([C:31]([NH:54][S:51]([CH:48]6[CH2:50][CH2:49]6)(=[O:53])=[O:52])=[O:32])([NH:26][C:27]4=[O:30])[CH2:24]5)[CH2:13]3)[N:11]=2)[CH:6]=[CH:5][CH:4]=[CH:3][CH:2]=1. The catalyst class is: 1.